This data is from Peptide-MHC class I binding affinity with 185,985 pairs from IEDB/IMGT. The task is: Regression. Given a peptide amino acid sequence and an MHC pseudo amino acid sequence, predict their binding affinity value. This is MHC class I binding data. (1) The peptide sequence is LTKSITTT. The MHC is Mamu-B08 with pseudo-sequence Mamu-B08. The binding affinity (normalized) is 0. (2) The peptide sequence is VQYRGLYQI. The MHC is HLA-A02:01 with pseudo-sequence HLA-A02:01. The binding affinity (normalized) is 0.554. (3) The peptide sequence is FSVIFDRL. The MHC is H-2-Kb with pseudo-sequence H-2-Kb. The binding affinity (normalized) is 0.608. (4) The peptide sequence is RNQPAATAL. The MHC is HLA-A26:01 with pseudo-sequence HLA-A26:01. The binding affinity (normalized) is 0.0847. (5) The peptide sequence is LIVMDEAHF. The MHC is HLA-B15:01 with pseudo-sequence HLA-B15:01. The binding affinity (normalized) is 0.683. (6) The peptide sequence is FRLMRTNFL. The MHC is HLA-A31:01 with pseudo-sequence HLA-A31:01. The binding affinity (normalized) is 0.0847. (7) The peptide sequence is CARRRLRTL. The MHC is HLA-B27:05 with pseudo-sequence HLA-B27:05. The binding affinity (normalized) is 0.0847. (8) The peptide sequence is AYISSEASTPV. The MHC is Patr-A0901 with pseudo-sequence Patr-A0901. The binding affinity (normalized) is 0.855. (9) The MHC is HLA-B57:01 with pseudo-sequence HLA-B57:01. The binding affinity (normalized) is 0.0847. The peptide sequence is ELQENITAH.